Dataset: Reaction yield outcomes from USPTO patents with 853,638 reactions. Task: Predict the reaction yield, written as a fraction of the theoretical maximum amount of product (1.0 means a 100% yield; for example, 0.34 means a 34% yield). (1) The reactants are [CH2:1]([N:8]1[CH2:20][CH2:19][C:11]2[NH:12][C:13]3[CH:14]=[CH:15][CH:16]=[CH:17][C:18]=3[C:10]=2[CH2:9]1)[C:2]1[CH:7]=[CH:6][CH:5]=[CH:4][CH:3]=1.[H-].[Na+].[CH2:23](I)[CH3:24]. The catalyst is CN(C=O)C. The product is [CH2:1]([N:8]1[CH2:20][CH2:19][C:11]2[N:12]([CH2:23][CH3:24])[C:13]3[CH:14]=[CH:15][CH:16]=[CH:17][C:18]=3[C:10]=2[CH2:9]1)[C:2]1[CH:7]=[CH:6][CH:5]=[CH:4][CH:3]=1. The yield is 0.850. (2) The yield is 0.750. The product is [Cl:1][C:2]1[N:7]=[C:6]([N:25]2[CH2:30][CH2:29][O:28][CH2:27][CH2:26]2)[CH:5]=[C:4]([C:9]2[C:10]([CH3:15])=[N:11][O:12][C:13]=2[CH3:14])[N:3]=1. The catalyst is CO. The reactants are [Cl:1][C:2]1[N:7]=[C:6](Cl)[CH:5]=[C:4]([C:9]2[C:10]([CH3:15])=[N:11][O:12][C:13]=2[CH3:14])[N:3]=1.CCN(C(C)C)C(C)C.[NH:25]1[CH2:30][CH2:29][O:28][CH2:27][CH2:26]1. (3) The reactants are [CH3:1][N:2]1[C:10]2[C:5](=[CH:6][CH:7]=[CH:8][CH:9]=2)[C:4]([C:11]([OH:13])=O)=[N:3]1.CN(C=O)C.C(Cl)(=O)C(Cl)=O.[NH2:25][C:26]1[CH:31]=[CH:30][C:29]([CH2:32][C:33]([O:35][CH3:36])=[O:34])=[CH:28][C:27]=1[Cl:37].C(N(CC)CC)C. The catalyst is C(Cl)Cl.O. The product is [Cl:37][C:27]1[CH:28]=[C:29]([CH2:32][C:33]([O:35][CH3:36])=[O:34])[CH:30]=[CH:31][C:26]=1[NH:25][C:11]([C:4]1[C:5]2[C:10](=[CH:9][CH:8]=[CH:7][CH:6]=2)[N:2]([CH3:1])[N:3]=1)=[O:13]. The yield is 0.890. (4) The reactants are [CH3:1][O:2][C:3]1[CH:4]=[C:5]2[C:10](=[CH:11][C:12]=1[O:13][CH3:14])[N:9]=[CH:8][CH:7]=[C:6]2[S:15][C:16]1[S:17][C:18]([N+:21]([O-])=O)=[CH:19][CH:20]=1.[Cl-].[NH4+].C(O)C.O. The catalyst is [Fe].CCCCCC.C(OCC)(=O)C. The product is [CH3:1][O:2][C:3]1[CH:4]=[C:5]2[C:10](=[CH:11][C:12]=1[O:13][CH3:14])[N:9]=[CH:8][CH:7]=[C:6]2[S:15][C:16]1[S:17][C:18]([NH2:21])=[CH:19][CH:20]=1. The yield is 0.550. (5) The reactants are [N:1]1([C:7]2[CH:12]=[CH:11][C:10]([NH:13][C:14](=[O:36])[NH:15][NH:16][C:17](=O)[C:18]3[CH:23]=[C:22]([CH:24]([CH3:26])[CH3:25])[C:21]([O:27][CH2:28][O:29][CH3:30])=[CH:20][C:19]=3[O:31][CH2:32][O:33][CH3:34])=[CH:9][CH:8]=2)[CH2:6][CH2:5][O:4][CH2:3][CH2:2]1.[OH-].[Na+].[OH-].[K+].Cl.C(=O)([O-])O.[Na+]. No catalyst specified. The product is [CH:24]([C:22]1[C:21]([O:27][CH2:28][O:29][CH3:30])=[CH:20][C:19]([O:31][CH2:32][O:33][CH3:34])=[C:18]([C:17]2[N:13]([C:10]3[CH:11]=[CH:12][C:7]([N:1]4[CH2:6][CH2:5][O:4][CH2:3][CH2:2]4)=[CH:8][CH:9]=3)[C:14]([OH:36])=[N:15][N:16]=2)[CH:23]=1)([CH3:26])[CH3:25]. The yield is 0.160. (6) The reactants are [N:1]([CH2:4][CH2:5][CH2:6][CH2:7][C:8]([O:10]CC)=[O:9])=[N+:2]=[N-:3].CN(C)C=O.[OH-].[Li+].Cl. The catalyst is O. The product is [N:1]([CH2:4][CH2:5][CH2:6][CH2:7][C:8]([OH:10])=[O:9])=[N+:2]=[N-:3]. The yield is 0.990. (7) The reactants are [NH2:1][C:2]1[N:10]=[C:9]2[C:5]([N:6]=[C:7]([C:11]3[CH:16]=[CH:15][C:14]([F:17])=[CH:13][CH:12]=3)[NH:8]2)=[C:4]([N:18]2[CH2:24][CH2:23][CH2:22][NH:21][CH2:20][CH2:19]2)[N:3]=1.C(=O)([O-])[O-].[K+].[K+].[Cl:31][C:32]1[CH:42]=[CH:41][C:35]([O:36][CH2:37][C:38](Cl)=[O:39])=[CH:34][CH:33]=1. The catalyst is O1CCOCC1.CO.O1CCOCC1. The product is [NH2:1][C:2]1[N:10]=[C:9]2[C:5]([N:6]=[C:7]([C:11]3[CH:12]=[CH:13][C:14]([F:17])=[CH:15][CH:16]=3)[NH:8]2)=[C:4]([N:18]2[CH2:24][CH2:23][CH2:22][N:21]([C:38](=[O:39])[CH2:37][O:36][C:35]3[CH:41]=[CH:42][C:32]([Cl:31])=[CH:33][CH:34]=3)[CH2:20][CH2:19]2)[N:3]=1. The yield is 0.600. (8) The reactants are [NH2:1][C:2]1[CH:3]=[C:4]([N:8]([CH:22]2[CH2:24][CH2:23]2)[C:9]2[N:10]=[CH:11][C:12]3[N:17]=[C:16]([NH:18][C:19](=[O:21])[CH3:20])[S:15][C:13]=3[N:14]=2)[CH:5]=[CH:6][CH:7]=1.[F:25][C:26]([F:38])([F:37])[O:27][C:28]1[CH:29]=[C:30]([CH:34]=[CH:35][CH:36]=1)[C:31](O)=[O:32].F[P-](F)(F)(F)(F)F.N1(OC(N(C)C)=[N+](C)C)C2N=CC=CC=2N=N1.C(=O)([O-])O.[Na+]. The catalyst is N1C=CC=CC=1. The product is [C:19]([NH:18][C:16]1[S:15][C:13]2[N:14]=[C:9]([N:8]([CH:22]3[CH2:24][CH2:23]3)[C:4]3[CH:3]=[C:2]([NH:1][C:31](=[O:32])[C:30]4[CH:34]=[CH:35][CH:36]=[C:28]([O:27][C:26]([F:25])([F:37])[F:38])[CH:29]=4)[CH:7]=[CH:6][CH:5]=3)[N:10]=[CH:11][C:12]=2[N:17]=1)(=[O:21])[CH3:20]. The yield is 0.710.